From a dataset of Forward reaction prediction with 1.9M reactions from USPTO patents (1976-2016). Predict the product of the given reaction. (1) Given the reactants [Cl:1][C:2]1[CH:10]=[C:9]2[C:5]([CH:6]=[N:7][NH:8]2)=[CH:4][C:3]=1[NH:11][C:12](=[O:17])[CH2:13][C:14](=O)[CH3:15].[F:18][C:19]1[CH:26]=[CH:25][C:22]([CH:23]=O)=[CH:21][CH:20]=1.[NH2:27][C:28]([NH2:30])=[O:29].[O-]S(C(F)(F)F)(=O)=O.[Yb+3].[O-]S(C(F)(F)F)(=O)=O.[O-]S(C(F)(F)F)(=O)=O, predict the reaction product. The product is: [Cl:1][C:2]1[CH:10]=[C:9]2[C:5]([CH:6]=[N:7][NH:8]2)=[CH:4][C:3]=1[NH:11][C:12]([C:13]1[CH:23]([C:22]2[CH:25]=[CH:26][C:19]([F:18])=[CH:20][CH:21]=2)[NH:27][C:28](=[O:29])[NH:30][C:14]=1[CH3:15])=[O:17]. (2) Given the reactants [Cl:1][C:2]1[C:11]2[C:6](=[CH:7][CH:8]=[CH:9][CH:10]=2)[CH:5]=[C:4]([C:12]2[CH:17]=[CH:16][C:15]([O:18][CH3:19])=[CH:14][CH:13]=2)[N:3]=1.[CH2:20]([CH:22]1[CH2:27][CH2:26][NH:25][CH2:24][CH2:23]1)[CH3:21].C(N(CC)CC)C, predict the reaction product. The product is: [ClH:1].[CH2:20]([CH:22]1[CH2:27][CH2:26][N:25]([C:2]2[C:11]3[C:6](=[CH:7][CH:8]=[CH:9][CH:10]=3)[CH:5]=[C:4]([C:12]3[CH:17]=[CH:16][C:15]([O:18][CH3:19])=[CH:14][CH:13]=3)[N:3]=2)[CH2:24][CH2:23]1)[CH3:21]. (3) Given the reactants [CH3:1][O:2][C:3]1[CH:22]=[CH:21][C:6]([C:7]([C:9]2[CH:10]=[CH:11][C:12]([S:19][CH3:20])=[C:13]([S:15]([NH2:18])(=[O:17])=[O:16])[CH:14]=2)=[O:8])=[CH:5][CH:4]=1.ClC1C=C(C=CC=1)C(OO)=[O:28], predict the reaction product. The product is: [CH3:20][S:19]([C:12]1[CH:11]=[CH:10][C:9]([C:7](=[O:8])[C:6]2[CH:5]=[CH:4][C:3]([O:2][CH3:1])=[CH:22][CH:21]=2)=[CH:14][C:13]=1[S:15]([NH2:18])(=[O:17])=[O:16])=[O:28]. (4) Given the reactants [C:14]1(P([C:14]2[CH:19]=[CH:18][CH:17]=[CH:16][CH:15]=2)[C:14]2[CH:19]=[CH:18][CH:17]=[CH:16][CH:15]=2)[CH:19]=[CH:18][CH:17]=[CH:16][CH:15]=1.[CH2:20]([OH:24])[C:21]#[C:22][CH3:23].C1(O)C=CC=CC=1.N(C(OCC)=O)=NC(OCC)=O, predict the reaction product. The product is: [CH2:20]([O:24][C:14]1[CH:15]=[CH:16][CH:17]=[CH:18][CH:19]=1)[C:21]#[C:22][CH3:23]. (5) Given the reactants [C:1]([O:5][C:6]([N:8]1[CH2:13][CH2:12][N:11]([C:14]2[CH:19]=[CH:18][C:17]([Br:20])=[CH:16][C:15]=2[N+:21]([O-])=O)[CH2:10][CH2:9]1)=[O:7])([CH3:4])([CH3:3])[CH3:2].[BH4-].[Na+], predict the reaction product. The product is: [C:1]([O:5][C:6]([N:8]1[CH2:13][CH2:12][N:11]([C:14]2[CH:19]=[CH:18][C:17]([Br:20])=[CH:16][C:15]=2[NH2:21])[CH2:10][CH2:9]1)=[O:7])([CH3:4])([CH3:2])[CH3:3].